From a dataset of Peptide-MHC class II binding affinity with 134,281 pairs from IEDB. Regression. Given a peptide amino acid sequence and an MHC pseudo amino acid sequence, predict their binding affinity value. This is MHC class II binding data. (1) The peptide sequence is PEIWHHLSTLIKQPD. The MHC is DRB1_0901 with pseudo-sequence DRB1_0901. The binding affinity (normalized) is 0.797. (2) The peptide sequence is QKQITKIQNFRVYYR. The MHC is DRB1_1501 with pseudo-sequence DRB1_1501. The binding affinity (normalized) is 0.887. (3) The peptide sequence is VLGLPAIKAWVAKRP. The MHC is HLA-DQA10104-DQB10503 with pseudo-sequence HLA-DQA10104-DQB10503. The binding affinity (normalized) is 0.183. (4) The peptide sequence is LHKLQTYPRTNTGSG. The MHC is DRB5_0101 with pseudo-sequence DRB5_0101. The binding affinity (normalized) is 0.659. (5) The peptide sequence is RCLVKEIPPRLLYAK. The MHC is DRB1_0701 with pseudo-sequence DRB1_0701. The binding affinity (normalized) is 0.491. (6) The peptide sequence is KGSNEKHLAVLVKYE. The MHC is HLA-DQA10102-DQB10502 with pseudo-sequence HLA-DQA10102-DQB10502. The binding affinity (normalized) is 0.115.